Dataset: Forward reaction prediction with 1.9M reactions from USPTO patents (1976-2016). Task: Predict the product of the given reaction. (1) Given the reactants [F:1]C(F)(F)C(O)=O.[OH:8][C:9]1[N:10]=[C:11]2[N:16]([C@H](C3C=CC(OC)=CC=3)C)[CH2:15][CH2:14][C@H:13]([C:27]([F:30])([F:29])[F:28])[N:12]2[C:31](=[O:33])[CH:32]=1.[OH-].[Na+], predict the reaction product. The product is: [OH:8][C:9]1[N:10]=[C:11]2[NH:16][CH2:15][CH2:14][C@H:13]([C:27]([F:30])([F:29])[F:28])[N:12]2[C:31](=[O:33])[C:32]=1[F:1]. (2) Given the reactants [OH:1][C:2]1[CH:3]=[C:4]([CH:8]=[C:9]2[C:14](=[O:15])[O:13][C:12]([CH3:17])([CH3:16])[O:11][C:10]2=[O:18])[CH:5]=[CH:6][CH:7]=1.[CH2:19]([Mg]Cl)[CH:20]=[CH2:21], predict the reaction product. The product is: [OH:1][C:2]1[CH:3]=[C:4]([CH:8]([CH:9]2[C:10](=[O:18])[O:11][C:12]([CH3:16])([CH3:17])[O:13][C:14]2=[O:15])[CH2:21][CH:20]=[CH2:19])[CH:5]=[CH:6][CH:7]=1. (3) Given the reactants [OH:1][CH2:2][CH:3]1[CH2:8][CH2:7][NH:6][CH2:5][CH2:4]1.[Cl:9][C:10]1[CH:25]=[CH:24][C:13]2[NH:14][C:15]([C:17]3[CH:18]=[N:19][C:20](F)=[CH:21][CH:22]=3)=[N:16][C:12]=2[CH:11]=1.C(N(CC)C(C)C)(C)C, predict the reaction product. The product is: [Cl:9][C:10]1[CH:25]=[CH:24][C:13]2[NH:14][C:15]([C:17]3[CH:22]=[CH:21][C:20]([N:6]4[CH2:7][CH2:8][CH:3]([CH2:2][OH:1])[CH2:4][CH2:5]4)=[N:19][CH:18]=3)=[N:16][C:12]=2[CH:11]=1. (4) Given the reactants C[O:2][C:3](=[O:38])[CH2:4][C@H:5]([OH:37])[CH2:6][C@H:7]([OH:36])[CH:8]=[CH:9][C:10]1[N:11]([CH:33]([CH3:35])[CH3:34])[C:12]([C:28](=[O:32])[NH:29][CH2:30][CH3:31])=[C:13]([C:22]2[CH:27]=[CH:26][CH:25]=[CH:24][CH:23]=2)[C:14]=1[C:15]1[CH:20]=[CH:19][C:18]([F:21])=[CH:17][CH:16]=1.C(O)C.O.[OH-].[Na+:44], predict the reaction product. The product is: [Na+:44].[CH2:30]([NH:29][C:28]([C:12]1[N:11]([CH:33]([CH3:35])[CH3:34])[C:10]([CH:9]=[CH:8][C@@H:7]([OH:36])[CH2:6][C@@H:5]([OH:37])[CH2:4][C:3]([O-:38])=[O:2])=[C:14]([C:15]2[CH:16]=[CH:17][C:18]([F:21])=[CH:19][CH:20]=2)[C:13]=1[C:22]1[CH:27]=[CH:26][CH:25]=[CH:24][CH:23]=1)=[O:32])[CH3:31].